From a dataset of Catalyst prediction with 721,799 reactions and 888 catalyst types from USPTO. Predict which catalyst facilitates the given reaction. (1) Reactant: Br[C:2]1[CH:3]=[CH:4][C:5]([NH:9][CH2:10][C:11]2[CH:16]=[CH:15][C:14]([Cl:17])=[CH:13][CH:12]=2)=[N:6][C:7]=1[Cl:8].C([Mg]Cl)(C)C.C([Li])(C)(C)C.CN(C)[CH:30]=[O:31]. Product: [Cl:8][C:7]1[C:2]([CH:30]=[O:31])=[CH:3][CH:4]=[C:5]([NH:9][CH2:10][C:11]2[CH:16]=[CH:15][C:14]([Cl:17])=[CH:13][CH:12]=2)[N:6]=1. The catalyst class is: 30. (2) Reactant: Cl[C:2]1[S:6][N:5]=[C:4]([CH3:7])[N:3]=1.[CH3:8][C:9]1[N:13]=[C:12](N)O[N:10]=1.[CH3:15][C:16]1(C)C2C(=C(P(C3C=CC=CC=3)C3C=CC=CC=3)C=CC=2)OC2C(P(C3C=CC=CC=3)C3C=CC=CC=3)=CC=CC1=2.C([O-])([O-])=O.[Cs+].[Cs+]. Product: [CH3:7][C:4]1[N:3]=[C:2]([NH:8][C:9]2[CH:10]=[CH:16][CH:15]=[CH:12][N:13]=2)[S:6][N:5]=1. The catalyst class is: 488. (3) Reactant: Cl[C:2]1[CH:7]=[C:6]([C:8]2[N:12]3[CH:13]=[C:14]([NH:17][CH:18]4[CH2:23][CH2:22][CH:21]([OH:24])[CH2:20][CH2:19]4)[CH:15]=[CH:16][C:11]3=[N:10][CH:9]=2)[CH:5]=[CH:4][N:3]=1.[O:25]1[CH:29]=[CH:28][C:27](B(O)O)=[CH:26]1.C([O-])([O-])=O.[Na+].[Na+]. Product: [O:25]1[CH:29]=[CH:28][C:27]([C:2]2[CH:7]=[C:6]([C:8]3[N:12]4[CH:13]=[C:14]([NH:17][CH:18]5[CH2:23][CH2:22][CH:21]([OH:24])[CH2:20][CH2:19]5)[CH:15]=[CH:16][C:11]4=[N:10][CH:9]=3)[CH:5]=[CH:4][N:3]=2)=[CH:26]1. The catalyst class is: 40. (4) Reactant: [NH:1]1[CH:5]=[CH:4][N:3]=[CH:2]1.[F:6][C:7]([F:43])([F:42])[C:8]1[CH:9]=[C:10]([CH:35]=[C:36]([C:38]([F:41])([F:40])[F:39])[CH:37]=1)[CH2:11][N:12]1[C:16](Cl)=[C:15]([C:18]([C:20]2[O:24][C:23]([CH:25]3[CH2:27][CH2:26]3)=[N:22][C:21]=2[C:28]2[CH:33]=[CH:32][CH:31]=[CH:30][C:29]=2[Cl:34])=[O:19])[N:14]=[N:13]1.CCOC(C)=O. Product: [F:41][C:38]([F:39])([F:40])[C:36]1[CH:35]=[C:10]([CH:9]=[C:8]([C:7]([F:6])([F:43])[F:42])[CH:37]=1)[CH2:11][N:12]1[C:16]([N:1]2[CH:5]=[CH:4][N:3]=[CH:2]2)=[C:15]([C:18]([C:20]2[O:24][C:23]([CH:25]3[CH2:26][CH2:27]3)=[N:22][C:21]=2[C:28]2[CH:33]=[CH:32][CH:31]=[CH:30][C:29]=2[Cl:34])=[O:19])[N:14]=[N:13]1. The catalyst class is: 16. (5) Reactant: [C:1]1([CH2:7][CH2:8][OH:9])[CH:6]=[CH:5][CH:4]=[CH:3][CH:2]=1.C1([Mg:16][Cl:17])C=CC=CC=1.C1OC1. Product: [C:1]1([CH2:7][CH2:8][O:9][Mg:16][Cl:17])[CH:6]=[CH:5][CH:4]=[CH:3][CH:2]=1. The catalyst class is: 159.